Dataset: Forward reaction prediction with 1.9M reactions from USPTO patents (1976-2016). Task: Predict the product of the given reaction. (1) Given the reactants I(C1C=CC=CC=1C(O)=O)(=O)=O.CS(C)=O.[CH2:17]([N:19]1[C:25](=[O:26])[C:24]([CH3:28])([CH3:27])[C:23](=[O:29])[N:22]([CH3:30])[C:21]2[CH:31]=[C:32]([CH2:35][N:36]([CH2:50][C:51]3[C:52]([CH2:57][OH:58])=[N:53][CH:54]=[CH:55][CH:56]=3)[CH2:37][CH2:38][N:39]3[CH:44]=[CH:43][C:42]4[O:45][C:46]([CH3:48])=[CH:47][C:41]=4[C:40]3=[O:49])[CH:33]=[CH:34][C:20]1=2)[CH3:18], predict the reaction product. The product is: [CH2:17]([N:19]1[C:25](=[O:26])[C:24]([CH3:28])([CH3:27])[C:23](=[O:29])[N:22]([CH3:30])[C:21]2[CH:31]=[C:32]([CH2:35][N:36]([CH2:50][C:51]3[C:52]([CH:57]=[O:58])=[N:53][CH:54]=[CH:55][CH:56]=3)[CH2:37][CH2:38][N:39]3[CH:44]=[CH:43][C:42]4[O:45][C:46]([CH3:48])=[CH:47][C:41]=4[C:40]3=[O:49])[CH:33]=[CH:34][C:20]1=2)[CH3:18]. (2) The product is: [C:1]([O:5][C:6]([N:8]1[C:17]2[C:12](=[CH:13][CH:14]=[CH:15][CH:16]=2)[CH:11]([CH3:18])[CH2:10][CH2:9]1)=[O:7])([CH3:4])([CH3:2])[CH3:3]. Given the reactants [C:1]([O:5][C:6]([N:8]1[C:17]2[C:12](=[CH:13][CH:14]=[CH:15][CH:16]=2)[C:11](O)([CH3:18])[CH2:10][CH2:9]1)=[O:7])([CH3:4])([CH3:3])[CH3:2].OS(O)(=O)=O, predict the reaction product. (3) Given the reactants [C:1]([O:5][C:6]([N:8]1[CH2:13][CH2:12][N:11]([C:14]([C:16]2[C:24]3[C:19](=[CH:20][N:21]=[C:22]([O:25][CH3:26])[CH:23]=3)[N:18]([C:27]3[CH:32]=[CH:31][CH:30]=[CH:29][CH:28]=3)[C:17]=2Cl)=[O:15])[CH2:10][CH2:9]1)=[O:7])([CH3:4])([CH3:3])[CH3:2].[F:34][C:35]1[CH:36]=[CH:37][C:38]([CH3:42])=[C:39]([OH:41])[CH:40]=1, predict the reaction product. The product is: [C:1]([O:5][C:6]([N:8]1[CH2:13][CH2:12][N:11]([C:14]([C:16]2[C:24]3[C:19](=[CH:20][N:21]=[C:22]([O:25][CH3:26])[CH:23]=3)[N:18]([C:27]3[CH:32]=[CH:31][CH:30]=[CH:29][CH:28]=3)[C:17]=2[O:41][C:39]2[CH:40]=[C:35]([F:34])[CH:36]=[CH:37][C:38]=2[CH3:42])=[O:15])[CH2:10][CH2:9]1)=[O:7])([CH3:4])([CH3:3])[CH3:2]. (4) The product is: [S:19]1[CH:23]=[CH:22][CH:21]=[C:20]1[C:2]1[CH:3]=[CH:4][C:5]([O:8][C@@H:9]2[CH:16]3[CH2:17][N:12]4[CH2:13][CH:14]([CH2:18][CH:10]2[CH2:11]4)[CH2:15]3)=[N:6][CH:7]=1. Given the reactants Br[C:2]1[CH:3]=[CH:4][C:5]([O:8][C@@H:9]2[CH:16]3[CH2:17][N:12]4[CH2:13][CH:14]([CH2:18][CH:10]2[CH2:11]4)[CH2:15]3)=[N:6][CH:7]=1.[S:19]1[CH:23]=[CH:22][CH:21]=[C:20]1B(O)O.C1(C)C=CC(S(O)(=O)=O)=CC=1.C1(C)C=CC(S(O)(=O)=O)=CC=1.N1C=C(C2SC(O[C@@H]3C4CN5CC(CC3C5)C4)=NN=2)C=N1.N, predict the reaction product.